Dataset: Catalyst prediction with 721,799 reactions and 888 catalyst types from USPTO. Task: Predict which catalyst facilitates the given reaction. (1) Reactant: O=C1[CH:8]2[CH:3]1[CH2:4][CH2:5][N:6]([C:9]([O:11][C:12]([CH3:15])([CH3:14])[CH3:13])=[O:10])[CH2:7]2.C[OH:17].[Cl-].[NH4+].[N-:20]=[N+:21]=[N-:22].[Na+]. Product: [N:20]([CH:3]1[CH2:4][CH2:5][N:6]([C:9]([O:11][C:12]([CH3:15])([CH3:14])[CH3:13])=[O:10])[CH2:7][CH:8]1[OH:17])=[N+:21]=[N-:22]. The catalyst class is: 6. (2) Reactant: [N+:1]([C:4]1[CH:9]=[CH:8][C:7]([N:10]2[C:18]3[C:13](=[CH:14][CH:15]=[CH:16][CH:17]=3)[CH:12]=[C:11]2[C:19]([OH:21])=[O:20])=[CH:6][CH:5]=1)([O-])=O.NN. Product: [NH2:1][C:4]1[CH:5]=[CH:6][C:7]([N:10]2[C:18]3[C:13](=[CH:14][CH:15]=[CH:16][CH:17]=3)[CH:12]=[C:11]2[C:19]([OH:21])=[O:20])=[CH:8][CH:9]=1. The catalyst class is: 171. (3) Reactant: [CH:1]1[CH:2]=[C:3]([CH2:6][NH:7][C:8]2[C:13]([C:14]([OH:16])=O)=[CH:12][C:11]([S:17]([NH2:20])(=[O:19])=[O:18])=[C:10]([Cl:21])[CH:9]=2)[O:4][CH:5]=1.C(N1C=CN=C1)(N1C=CN=C1)=O.[CH2:34]([NH2:41])[C:35]1[CH:40]=[CH:39][CH:38]=[CH:37][CH:36]=1. Product: [CH2:34]([NH:41][C:14](=[O:16])[C:13]1[CH:12]=[C:11]([S:17]([NH2:20])(=[O:19])=[O:18])[C:10]([Cl:21])=[CH:9][C:8]=1[NH:7][CH2:6][C:3]1[O:4][CH:5]=[CH:1][CH:2]=1)[C:35]1[CH:40]=[CH:39][CH:38]=[CH:37][CH:36]=1. The catalyst class is: 1. (4) Reactant: [CH3:1][S:2][C:3]1[N:12]=[CH:11][C:10]2[C:5](=[CH:6][CH:7]=[C:8]([OH:13])[CH:9]=2)[N:4]=1.C([O-])([O-])=O.[Cs+].[Cs+].Cl[C:21]1[CH:26]=[CH:25][N:24]=[C:23]([C:27]([NH:29][CH3:30])=[O:28])[CH:22]=1. Product: [CH3:30][NH:29][C:27](=[O:28])[C:23]1[CH:22]=[C:21]([O:13][C:8]2[CH:9]=[C:10]3[C:5](=[CH:6][CH:7]=2)[N:4]=[C:3]([S:2][CH3:1])[N:12]=[CH:11]3)[CH:26]=[CH:25][N:24]=1. The catalyst class is: 37. (5) The catalyst class is: 1. Reactant: [CH3:1][O:2][C:3]1[CH:16]=[C:15]([O:17][CH3:18])[CH:14]=[CH:13][C:4]=1[CH2:5][NH:6][C:7]1[CH:12]=[CH:11][N:10]=[CH:9][N:8]=1.Cl[S:20]([C:23]1[C:24]([F:34])=[CH:25][C:26]([F:33])=[C:27]([CH:32]=1)[C:28]([O:30][CH3:31])=[O:29])(=[O:22])=[O:21].N12CCN(CC1)CC2. Product: [CH3:1][O:2][C:3]1[CH:16]=[C:15]([O:17][CH3:18])[CH:14]=[CH:13][C:4]=1[CH2:5][N:6]([C:7]1[CH:12]=[CH:11][N:10]=[CH:9][N:8]=1)[S:20]([C:23]1[C:24]([F:34])=[CH:25][C:26]([F:33])=[C:27]([CH:32]=1)[C:28]([O:30][CH3:31])=[O:29])(=[O:22])=[O:21]. (6) Reactant: Cl[C:2]1[CH:3]=[CH:4][C:5]2[O:14][CH2:13][CH2:12][C:11]3[CH:10]=[C:9]([C:15]4[N:16]([C:20]5[CH:25]=[CH:24][C:23]([F:26])=[CH:22][C:21]=5[F:27])[N:17]=[CH:18][N:19]=4)[S:8][C:7]=3[C:6]=2[N:28]=1.[CH2:29]([NH2:37])[CH2:30][C:31]1[CH:36]=[CH:35][CH:34]=[CH:33][CH:32]=1.C(N1CCN2CCN(CCCC)P1N(CCCC)CC2)CCC.CC(C)([O-])C. Product: [F:27][C:21]1[CH:22]=[C:23]([F:26])[CH:24]=[CH:25][C:20]=1[N:16]1[C:15]([C:9]2[S:8][C:7]3[C:6]4[N:28]=[C:2]([NH:37][CH2:29][CH2:30][C:31]5[CH:36]=[CH:35][CH:34]=[CH:33][CH:32]=5)[CH:3]=[CH:4][C:5]=4[O:14][CH2:13][CH2:12][C:11]=3[CH:10]=2)=[N:19][CH:18]=[N:17]1. The catalyst class is: 231. (7) Reactant: [C:1]([O:5][C:6]([NH:8][C:9]1[CH:14]=[CH:13][C:12]([C:15]2[CH2:20][CH2:19][N:18]([C:21]([O:23][C:24]([CH3:27])([CH3:26])[CH3:25])=[O:22])[CH2:17][CH:16]=2)=[CH:11][C:10]=1[O:28][CH3:29])=[O:7])([CH3:4])([CH3:3])[CH3:2]. Product: [C:1]([O:5][C:6]([NH:8][C:9]1[CH:14]=[CH:13][C:12]([CH:15]2[CH2:16][CH2:17][N:18]([C:21]([O:23][C:24]([CH3:27])([CH3:26])[CH3:25])=[O:22])[CH2:19][CH2:20]2)=[CH:11][C:10]=1[O:28][CH3:29])=[O:7])([CH3:4])([CH3:3])[CH3:2]. The catalyst class is: 256.